From a dataset of Reaction yield outcomes from USPTO patents with 853,638 reactions. Predict the reaction yield, written as a fraction of the theoretical maximum amount of product (1.0 means a 100% yield; for example, 0.34 means a 34% yield). (1) The reactants are [CH3:1][C:2]1[N:7]=[C:6]2[S:8][C:9]3[CH2:14][CH2:13][CH2:12][CH2:11][C:10]=3[C:5]2=[C:4]([C:15]2[CH:23]=[CH:22][C:18]3[O:19][CH2:20][O:21][C:17]=3[CH:16]=2)[C:3]=1[CH2:24][C:25]([O:27][CH3:28])=[O:26].[Li+].C[Si]([N-][Si](C)(C)C)(C)C.[CH2:39]1[CH2:43]OC[CH2:40]1.ICCC. The catalyst is CN(C=O)C. The product is [CH3:1][C:2]1[N:7]=[C:6]2[S:8][C:9]3[CH2:14][CH2:13][CH2:12][CH2:11][C:10]=3[C:5]2=[C:4]([C:15]2[CH:23]=[CH:22][C:18]3[O:19][CH2:20][O:21][C:17]=3[CH:16]=2)[C:3]=1[CH:24]([CH2:40][CH2:39][CH3:43])[C:25]([O:27][CH3:28])=[O:26]. The yield is 0.830. (2) The reactants are [N+:1]([C:4]1[CH:5]=[C:6]([OH:14])[CH:7]=[C:8]([C:10]([F:13])([F:12])[F:11])[CH:9]=1)([O-])=O.[H][H]. The catalyst is CO.[Ni]. The product is [NH2:1][C:4]1[CH:5]=[C:6]([OH:14])[CH:7]=[C:8]([C:10]([F:11])([F:12])[F:13])[CH:9]=1. The yield is 0.980. (3) The reactants are C(O)(C(F)(F)F)=O.[S:8]([O-:39])([O:11][N:12]1[C:18](=[O:19])[N:17]2[CH2:20][C@H:13]1[CH2:14][CH2:15][C@H:16]2[C:21]1[S:22][C:23]([CH:26]2[CH2:31][CH2:30][N:29](C(OC(C)(C)C)=O)[CH2:28][CH2:27]2)=[N:24][N:25]=1)(=[O:10])=[O:9].[Na+]. The catalyst is C(Cl)Cl.CCOCC. The product is [S:8]([OH:39])([O:11][N:12]1[C:18](=[O:19])[N:17]2[CH2:20][C@H:13]1[CH2:14][CH2:15][C@H:16]2[C:21]1[S:22][C:23]([CH:26]2[CH2:31][CH2:30][NH:29][CH2:28][CH2:27]2)=[N:24][N:25]=1)(=[O:9])=[O:10]. The yield is 0.250. (4) No catalyst specified. The yield is 0.436. The reactants are [F:1][C:2]([F:7])([F:6])[C:3]([OH:5])=[O:4].[CH2:8]([N:10]([CH2:12][C:13]1[S:17][CH:16]=[C:15]([C:18]2[CH:19]=[C:20]3[C:24](=[C:25]([C:27]([NH2:29])=[O:28])[CH:26]=2)[NH:23][CH:22]=[C:21]3[CH:30]2[CH2:35][CH2:34][N:33]([S:36]([CH2:39][CH3:40])(=[O:38])=[O:37])[CH2:32][CH2:31]2)[CH:14]=1)[CH3:11])[CH3:9].CNCC. The product is [F:1][C:2]([F:7])([F:6])[C:3]([OH:5])=[O:4].[CH2:39]([S:36]([N:33]1[CH2:34][CH2:35][CH:30]([C:21]2[C:20]3[C:24](=[C:25]([C:27]([NH2:29])=[O:28])[CH:26]=[C:18]([C:15]4[CH:14]=[C:13]([CH2:12][N:10]([CH2:8][CH2:9][OH:4])[CH3:11])[S:17][CH:16]=4)[CH:19]=3)[NH:23][CH:22]=2)[CH2:31][CH2:32]1)(=[O:37])=[O:38])[CH3:40]. (5) The reactants are [NH2:1][C:2]1[CH:7]=[CH:6][C:5]([CH:8]([CH2:11][OH:12])[CH2:9][OH:10])=[CH:4][CH:3]=1.[CH2:13]1[CH2:17]OC[CH2:14]1.O.[C:19]([O-:22])([O-])=[O:20].[Na+].[Na+].[CH3:25]COC(C)=O. The catalyst is [Cl-].[Na+].O. The product is [C:13]([O:22][C:19](=[O:20])[NH:1][C:2]1[CH:3]=[CH:4][C:5]([CH:8]([CH2:11][OH:12])[CH2:9][OH:10])=[CH:6][CH:7]=1)([CH3:14])([CH3:17])[CH3:25]. The yield is 0.470. (6) The reactants are [C:1]1([N:7]([C:20]2[CH:25]=[CH:24][CH:23]=[CH:22][CH:21]=2)[C:8]2[C:13]([CH3:14])=[CH:12][C:11]([C:15]([CH3:18])([CH3:17])[CH3:16])=[CH:10][C:9]=2[CH3:19])[CH:6]=[CH:5][CH:4]=[CH:3][CH:2]=1.[Br:26]N1C(=O)CCC1=O.CN(C)C=O. The catalyst is C1(C)C=CC=CC=1. The product is [Br:26][C:4]1[CH:5]=[CH:6][C:1]([N:7]([C:8]2[C:13]([CH3:14])=[CH:12][C:11]([C:15]([CH3:18])([CH3:16])[CH3:17])=[CH:10][C:9]=2[CH3:19])[C:20]2[CH:25]=[CH:24][CH:23]=[CH:22][CH:21]=2)=[CH:2][CH:3]=1. The yield is 0.533. (7) The reactants are [NH2:1][C:2]1[CH:3]=[CH:4][CH:5]=[C:6]2[C:10]=1[NH:9][C:8]([C:11]([O:13][CH2:14][CH3:15])=[O:12])=[CH:7]2.[CH3:16][C:17]1[CH:22]=[CH:21][C:20]([S:23](Cl)(=[O:25])=[O:24])=[CH:19][CH:18]=1. The catalyst is N1C=CC=CC=1. The product is [CH3:16][C:17]1[CH:22]=[CH:21][C:20]([S:23]([NH:1][C:2]2[CH:3]=[CH:4][CH:5]=[C:6]3[C:10]=2[NH:9][C:8]([C:11]([O:13][CH2:14][CH3:15])=[O:12])=[CH:7]3)(=[O:25])=[O:24])=[CH:19][CH:18]=1. The yield is 0.880. (8) The reactants are [CH3:1][C:2]1[N:7]=[C:6]([CH2:8][CH2:9][CH3:10])[NH:5][C:4](=[O:11])[CH:3]=1.Br[CH2:13][C:14]1[CH:19]=[CH:18][C:17]([C:20]2[C:21]([C:26]#[N:27])=[CH:22][CH:23]=[CH:24][CH:25]=2)=[CH:16][C:15]=1[F:28].C(=O)([O-])[O-].[K+].[K+]. The catalyst is C(#N)C. The product is [F:28][C:15]1[CH:16]=[C:17]([C:20]2[C:21]([C:26]#[N:27])=[CH:22][CH:23]=[CH:24][CH:25]=2)[CH:18]=[CH:19][C:14]=1[CH2:13][N:5]1[C:4](=[O:11])[CH:3]=[C:2]([CH3:1])[N:7]=[C:6]1[CH2:8][CH2:9][CH3:10]. The yield is 0.290. (9) The reactants are [F:1][C:2]1[C:3]([NH2:9])=[N:4][C:5](=[O:8])[NH:6][CH:7]=1.C(Cl)Cl.C(O[C@@H:17]1[O:29][C@H:28]([CH3:30])[C@@H:23]([O:24][C:25](=[O:27])[CH3:26])[C@H:18]1[O:19][C:20](=[O:22])[CH3:21])(=O)C.C(=O)(O)[O-].[Na+]. The catalyst is C1(C)C=CC=CC=1.O. The product is [C:20]([O:19][C@@H:18]1[C@H:23]([O:24][C:25](=[O:27])[CH3:26])[C@@H:28]([CH3:30])[O:29][C@H:17]1[N:6]1[CH:7]=[C:2]([F:1])[C:3]([NH2:9])=[N:4][C:5]1=[O:8])(=[O:22])[CH3:21]. The yield is 0.720.